From a dataset of Catalyst prediction with 721,799 reactions and 888 catalyst types from USPTO. Predict which catalyst facilitates the given reaction. (1) Reactant: C([N:4]1[C:12]2[C:7](=[N:8][CH:9]=[C:10]([C:13]([O:15][CH3:16])=[O:14])[CH:11]=2)/[C:6](=[C:17](/[NH:24][C:25]2[CH:30]=[CH:29][C:28]([N:31]([CH3:42])[C:32](=[O:41])[CH2:33][N:34]3[CH2:39][CH2:38][N:37]([CH3:40])[CH2:36][CH2:35]3)=[CH:27][CH:26]=2)\[C:18]2[CH:23]=[CH:22][CH:21]=[CH:20][CH:19]=2)/[C:5]1=[O:43])(=O)C.C([O-])([O-])=O.[K+].[K+]. Product: [CH3:42][N:31]([C:28]1[CH:27]=[CH:26][C:25]([NH:24]/[C:17](/[C:18]2[CH:19]=[CH:20][CH:21]=[CH:22][CH:23]=2)=[C:6]2\[C:5](=[O:43])[NH:4][C:12]3[C:7]\2=[N:8][CH:9]=[C:10]([C:13]([O:15][CH3:16])=[O:14])[CH:11]=3)=[CH:30][CH:29]=1)[C:32](=[O:41])[CH2:33][N:34]1[CH2:35][CH2:36][N:37]([CH3:40])[CH2:38][CH2:39]1. The catalyst class is: 5. (2) Reactant: C([N:8]1[CH2:13][CH2:12][N:11]([CH2:14][C:15]([N:17]([C:19]2[CH:24]=[CH:23][C:22]([NH:25]/[C:26](=[C:33]3\[C:34](=[O:45])[NH:35][C:36]4[C:41]\3=[CH:40][C:39]([N+:42]([O-:44])=[O:43])=[CH:38][CH:37]=4)/[C:27]3[CH:32]=[CH:31][CH:30]=[CH:29][CH:28]=3)=[CH:21][CH:20]=2)[CH3:18])=[O:16])[CH2:10][CH2:9]1)C1C=CC=CC=1.[Cl:46]C(OC(Cl)C)=O. Product: [ClH:46].[ClH:46].[N:11]1([CH2:14][C:15]([N:17]([C:19]2[CH:20]=[CH:21][C:22]([NH:25]/[C:26](=[C:33]3\[C:34](=[O:45])[NH:35][C:36]4[C:41]\3=[CH:40][C:39]([N+:42]([O-:44])=[O:43])=[CH:38][CH:37]=4)/[C:27]3[CH:28]=[CH:29][CH:30]=[CH:31][CH:32]=3)=[CH:23][CH:24]=2)[CH3:18])=[O:16])[CH2:12][CH2:13][NH:8][CH2:9][CH2:10]1. The catalyst class is: 4. (3) Reactant: [Br:1][C:2]1[C:6]2[N:7]=[C:8]([C:12]3[CH:17]=[CH:16][N:15]=[CH:14][CH:13]=3)[N:9]=[C:10]([OH:11])[C:5]=2[S:4][C:3]=1[CH3:18].[CH:19]([C:22]1[CH:27]=[C:26]([CH:28]([CH3:30])[CH3:29])[CH:25]=[C:24]([CH:31]([CH3:33])[CH3:32])[C:23]=1[S:34](Cl)(=[O:36])=[O:35])([CH3:21])[CH3:20].CCN(CC)CC. Product: [Br:1][C:2]1[C:6]2[N:7]=[C:8]([C:12]3[CH:17]=[CH:16][N:15]=[CH:14][CH:13]=3)[N:9]=[C:10]([O:11][S:34]([C:23]3[C:24]([CH:31]([CH3:32])[CH3:33])=[CH:25][C:26]([CH:28]([CH3:30])[CH3:29])=[CH:27][C:22]=3[CH:19]([CH3:21])[CH3:20])(=[O:36])=[O:35])[C:5]=2[S:4][C:3]=1[CH3:18]. The catalyst class is: 808. (4) Reactant: [OH:1][C:2]1[C:3]([C:8]([OH:10])=O)=[N:4][CH:5]=[CH:6][CH:7]=1.C(N(C(C)C)CC)(C)C.CN(C)CCCN=C=NCC.ON1C2C=CC=CC=2N=N1.Cl.[C:42]([O:46][C:47](=[O:50])[CH2:48][NH2:49])([CH3:45])([CH3:44])[CH3:43]. Product: [C:42]([O:46][C:47](=[O:50])[CH2:48][NH:49][C:8]([C:3]1[C:2]([OH:1])=[CH:7][CH:6]=[CH:5][N:4]=1)=[O:10])([CH3:45])([CH3:44])[CH3:43]. The catalyst class is: 3. (5) Reactant: [NH2:1][C:2]1[N:7]=[CH:6][N:5]=[C:4]2[N:8]([CH2:32][CH2:33][N:34]3[CH:38]=[CH:37][N:36]=[CH:35]3)[N:9]=[C:10]([C:11]3[CH:16]=[CH:15][C:14]([NH:17][C:18]([C:20]4[N:21]([CH3:29])[C:22]5[C:27]([CH:28]=4)=[CH:26][CH:25]=[CH:24][CH:23]=5)=[O:19])=[C:13]([O:30][CH3:31])[CH:12]=3)[C:3]=12.[C:39]([OH:46])(=[O:45])/[CH:40]=[CH:41]\[C:42]([OH:44])=[O:43]. Product: [C:39]([OH:46])(=[O:45])/[CH:40]=[CH:41]\[C:42]([OH:44])=[O:43].[C:39]([OH:46])(=[O:45])/[CH:40]=[CH:41]\[C:42]([OH:44])=[O:43].[C:39]([OH:46])(=[O:45])/[CH:40]=[CH:41]\[C:42]([OH:44])=[O:43].[NH2:1][C:2]1[N:7]=[CH:6][N:5]=[C:4]2[N:8]([CH2:32][CH2:33][N:34]3[CH:38]=[CH:37][N:36]=[CH:35]3)[N:9]=[C:10]([C:11]3[CH:16]=[CH:15][C:14]([NH:17][C:18]([C:20]4[N:21]([CH3:29])[C:22]5[C:27]([CH:28]=4)=[CH:26][CH:25]=[CH:24][CH:23]=5)=[O:19])=[C:13]([O:30][CH3:31])[CH:12]=3)[C:3]=12. The catalyst class is: 13. (6) Reactant: [NH2:1][CH2:2][CH2:3][C:4]1[N:8]([C@@H:9]2[CH2:18][C:17]3[C:12](=[C:13]([F:20])[CH:14]=[C:15]([F:19])[CH:16]=3)[O:11][CH2:10]2)[C:7](=[S:21])[NH:6][CH:5]=1.[CH:22](=O)[C:23]1[CH:28]=[CH:27][CH:26]=[CH:25][CH:24]=1.ClCCl. Product: [CH2:22]([NH:1][CH2:2][CH2:3][C:4]1[N:8]([C@@H:9]2[CH2:18][C:17]3[C:12](=[C:13]([F:20])[CH:14]=[C:15]([F:19])[CH:16]=3)[O:11][CH2:10]2)[C:7](=[S:21])[NH:6][CH:5]=1)[C:23]1[CH:28]=[CH:27][CH:26]=[CH:25][CH:24]=1. The catalyst class is: 5. (7) Reactant: [CH3:1][S:2][C:3]1[CH:4]=[C:5]([CH:17]=[CH:18][CH:19]=1)[O:6][C:7]1[N:15]=[CH:14][C:13]([F:16])=[CH:12][C:8]=1[C:9]([OH:11])=O.C(N(CC)CC)C.[NH2:27][C@H:28]1[CH2:33][CH2:32][CH2:31][C@H:30]([OH:34])[CH2:29]1.Cl.CN(C)CCCN=C=NCC.ON1C2C=CC=CC=2N=N1. Product: [F:16][C:13]1[CH:14]=[N:15][C:7]([O:6][C:5]2[CH:17]=[CH:18][CH:19]=[C:3]([S:2][CH3:1])[CH:4]=2)=[C:8]([CH:12]=1)[C:9]([NH:27][C@H:28]1[CH2:33][CH2:32][CH2:31][C@H:30]([OH:34])[CH2:29]1)=[O:11]. The catalyst class is: 9. (8) Reactant: [OH:1][C:2]1[CH:10]=[C:9]2[C:5]([CH2:6][CH2:7][C:8]2=[O:11])=[CH:4][CH:3]=1.[F:12][CH2:13][CH2:14][CH2:15]O.C1(P(C2C=CC=CC=2)C2C=CC=CC=2)C=CC=CC=1.N(C(OC(C)C)=O)=NC(OC(C)C)=O. Product: [F:12][CH2:13][CH2:14][CH2:15][O:1][C:2]1[CH:10]=[C:9]2[C:5]([CH2:6][CH2:7][C:8]2=[O:11])=[CH:4][CH:3]=1. The catalyst class is: 1. (9) Reactant: [C:1]([O:5][C:6]([N:8]1[CH2:13][CH2:12][C:11](=O)[CH2:10][CH2:9]1)=[O:7])([CH3:4])([CH3:3])[CH3:2].[NH:15]1[CH2:20][CH2:19][O:18][CH2:17][CH2:16]1.C1(C)C=CC(S(O)(=O)=O)=CC=1. Product: [O:18]1[CH2:19][CH2:20][N:15]([C:11]2[CH2:12][CH2:13][N:8]([C:6]([O:5][C:1]([CH3:4])([CH3:3])[CH3:2])=[O:7])[CH2:9][CH:10]=2)[CH2:16][CH2:17]1. The catalyst class is: 48. (10) Product: [C:1]([O:5][C:6]([N:8]1[CH2:14][C:13]2[CH:15]=[C:16]([N:19]3[CH2:23][CH:22]([CH2:24][NH:25][C:36](=[O:38])[CH3:37])[O:21][C:20]3=[O:26])[CH:17]=[CH:18][C:12]=2[O:11][CH2:10][CH2:9]1)=[O:7])([CH3:4])([CH3:2])[CH3:3]. The catalyst class is: 42. Reactant: [C:1]([O:5][C:6]([N:8]1[CH2:14][C:13]2[CH:15]=[C:16]([N:19]3[CH2:23][CH:22]([CH2:24][NH2:25])[O:21][C:20]3=[O:26])[CH:17]=[CH:18][C:12]=2[O:11][CH2:10][CH2:9]1)=[O:7])([CH3:4])([CH3:3])[CH3:2].C(N(C(C)C)CC)(C)C.[C:36](Cl)(=[O:38])[CH3:37].